Dataset: Peptide-MHC class I binding affinity with 185,985 pairs from IEDB/IMGT. Task: Regression. Given a peptide amino acid sequence and an MHC pseudo amino acid sequence, predict their binding affinity value. This is MHC class I binding data. (1) The peptide sequence is TVLPHLCLDY. The MHC is HLA-A03:01 with pseudo-sequence HLA-A03:01. The binding affinity (normalized) is 0.870. (2) The peptide sequence is RPLMKNTYL. The MHC is HLA-B58:01 with pseudo-sequence HLA-B58:01. The binding affinity (normalized) is 0.0847. (3) The peptide sequence is NCLTLLLSV. The MHC is HLA-A68:02 with pseudo-sequence HLA-A68:02. The binding affinity (normalized) is 0.473. (4) The peptide sequence is YQVKTETTI. The MHC is HLA-A02:06 with pseudo-sequence HLA-A02:06. The binding affinity (normalized) is 0.698. (5) The peptide sequence is ELRLLIHQSL. The MHC is HLA-A02:06 with pseudo-sequence HLA-A02:06. The binding affinity (normalized) is 0.345. (6) The peptide sequence is SPLSSIFSRI. The MHC is H-2-Ld with pseudo-sequence H-2-Ld. The binding affinity (normalized) is 0.